Dataset: Full USPTO retrosynthesis dataset with 1.9M reactions from patents (1976-2016). Task: Predict the reactants needed to synthesize the given product. (1) Given the product [CH3:13][C:11]1([CH3:14])[CH2:10][C:9](=[O:15])[CH:8]=[C:7]([B:23]2[O:27][C:26]([CH3:29])([CH3:28])[C:25]([CH3:31])([CH3:30])[O:24]2)[CH2:12]1, predict the reactants needed to synthesize it. The reactants are: FC(F)(F)S(O[C:7]1[CH2:12][C:11]([CH3:14])([CH3:13])[CH2:10][C:9](=[O:15])[CH:8]=1)(=O)=O.C([O-])(=O)C.[K+].[B:23]1([B:23]2[O:27][C:26]([CH3:29])([CH3:28])[C:25]([CH3:31])([CH3:30])[O:24]2)[O:27][C:26]([CH3:29])([CH3:28])[C:25]([CH3:31])([CH3:30])[O:24]1. (2) Given the product [Br:1][C:2]1[C:11]2[O:12][CH2:15][N:9]3[C:10]=2[C:5]([C:6]([CH3:14])=[CH:7][C:8]3=[O:13])=[CH:4][CH:3]=1, predict the reactants needed to synthesize it. The reactants are: [Br:1][C:2]1[C:11]([OH:12])=[C:10]2[C:5]([C:6]([CH3:14])=[CH:7][C:8](=[O:13])[NH:9]2)=[CH:4][CH:3]=1.[C:15](=O)([O-])[O-].[K+].[K+].CC(N(C)C)=O.BrCBr. (3) Given the product [NH2:22][C:23]1[C:32]2[C:27](=[CH:28][CH:29]=[CH:30][CH:31]=2)[C:26]([C:33]([OH:35])=[O:34])=[CH:25][CH:24]=1, predict the reactants needed to synthesize it. The reactants are: C(N(CC)CC)C.NC1C2C(=CC=CC=2)C(Br)=CC=1.[OH-].[Na+].[NH2:22][C:23]1[C:32]2[C:27](=[CH:28][CH:29]=[CH:30][CH:31]=2)[C:26]([C:33]([O:35]C)=[O:34])=[CH:25][CH:24]=1. (4) Given the product [CH:1]1([C:4]2[O:8][N:7]=[C:6]([C:9]3[CH:14]=[CH:13][CH:12]=[CH:11][C:10]=3[CH3:15])[C:5]=2[C:16]([O:21][CH3:20])=[O:24])[CH2:3][CH2:2]1, predict the reactants needed to synthesize it. The reactants are: [CH:1]1([C:4]2[O:8][N:7]=[C:6]([C:9]3[CH:14]=[CH:13][CH:12]=[CH:11][C:10]=3[CH3:15])[C:5]=2/[C:16](/Cl)=N/O)[CH2:3][CH2:2]1.[CH3:20][O-:21].[Na+].C[OH:24].